This data is from Forward reaction prediction with 1.9M reactions from USPTO patents (1976-2016). The task is: Predict the product of the given reaction. (1) Given the reactants [C@H:1]1([NH2:10])[C:9]2[C:4](=[CH:5][CH:6]=[CH:7][CH:8]=2)[CH2:3][CH2:2]1.[Cl:11][C:12]1[CH:17]=[N:16][CH:15]=[C:14](Cl)[N:13]=1, predict the reaction product. The product is: [Cl:11][C:12]1[N:13]=[C:14]([NH:10][C@H:1]2[C:9]3[C:4](=[CH:5][CH:6]=[CH:7][CH:8]=3)[CH2:3][CH2:2]2)[CH:15]=[N:16][CH:17]=1. (2) Given the reactants C(OC([N:8]([C:46]1[N:47]=[CH:48][S:49][CH:50]=1)[S:9]([C:12]1[C:43]([F:44])=[CH:42][C:15]([O:16][C:17]2[CH:22]=[CH:21][C:20]([Cl:23])=[CH:19][C:18]=2[CH2:24][CH2:25][CH2:26][NH:27][CH2:28][CH2:29][C@H:30]([NH:34]C(OC(C)(C)C)=O)[C:31]([OH:33])=[O:32])=[C:14]([Cl:45])[CH:13]=1)(=[O:11])=[O:10])=O)(C)(C)C.[ClH:51].CCCCC, predict the reaction product. The product is: [NH2:34][C@@H:30]([CH2:29][CH2:28][NH:27][CH2:26][CH2:25][CH2:24][C:18]1[CH:19]=[C:20]([Cl:23])[CH:21]=[CH:22][C:17]=1[O:16][C:15]1[CH:42]=[C:43]([F:44])[C:12]([S:9](=[O:10])(=[O:11])[NH:8][C:46]2[N:47]=[CH:48][S:49][CH:50]=2)=[CH:13][C:14]=1[Cl:45])[C:31]([OH:33])=[O:32].[ClH:51]. (3) Given the reactants [CH:1]1([C@@H:7]([NH:9][C:10]([C:12]2[C:21]3[C:16](=[CH:17][CH:18]=[CH:19][CH:20]=3)[N:15]=[C:14]([C:22]3[S:23][CH:24]=[CH:25][CH:26]=3)[C:13]=2[CH2:27][N:28]2[CH2:33][CH2:32][NH:31][CH2:30][CH2:29]2)=[O:11])[CH3:8])[CH2:6][CH2:5][CH2:4][CH2:3][CH2:2]1.[F:34][C:35]([F:43])([F:42])[CH:36]([OH:41])[CH2:37][C:38](O)=[O:39], predict the reaction product. The product is: [CH:1]1([C@@H:7]([NH:9][C:10]([C:12]2[C:21]3[C:16](=[CH:17][CH:18]=[CH:19][CH:20]=3)[N:15]=[C:14]([C:22]3[S:23][CH:24]=[CH:25][CH:26]=3)[C:13]=2[CH2:27][N:28]2[CH2:29][CH2:30][N:31]([C:38](=[O:39])[CH2:37][CH:36]([OH:41])[C:35]([F:43])([F:42])[F:34])[CH2:32][CH2:33]2)=[O:11])[CH3:8])[CH2:6][CH2:5][CH2:4][CH2:3][CH2:2]1. (4) Given the reactants [Cl:1][C:2]1[CH:14]=[C:13]([C:15](=[O:19])[N:16]([CH3:18])[CH3:17])[CH:12]=[CH:11][C:3]=1[C:4]([O:6]C(C)(C)C)=[O:5].C(O)(C(F)(F)F)=O, predict the reaction product. The product is: [Cl:1][C:2]1[CH:14]=[C:13]([C:15](=[O:19])[N:16]([CH3:17])[CH3:18])[CH:12]=[CH:11][C:3]=1[C:4]([OH:6])=[O:5].